Dataset: Catalyst prediction with 721,799 reactions and 888 catalyst types from USPTO. Task: Predict which catalyst facilitates the given reaction. (1) Reactant: F[C:2]1[CH:7]=[C:6]([C:8]2[N:9]([CH2:22][CH2:23][O:24][CH3:25])[C:10]([S:20][CH3:21])=[N:11][C:12]=2[C:13]2[CH:18]=[CH:17][C:16]([F:19])=[CH:15][CH:14]=2)[CH:5]=[CH:4][N:3]=1.[NH2:26][CH2:27][CH:28]([OH:30])[CH3:29]. Product: [F:19][C:16]1[CH:17]=[CH:18][C:13]([C:12]2[N:11]=[C:10]([S:20][CH3:21])[N:9]([CH2:22][CH2:23][O:24][CH3:25])[C:8]=2[C:6]2[CH:5]=[CH:4][N:3]=[C:2]([NH:26][CH2:27][CH:28]([OH:30])[CH3:29])[CH:7]=2)=[CH:14][CH:15]=1. The catalyst class is: 13. (2) Reactant: [CH2:1]([O:3][C:4]([C:6]1[C:7](Cl)=[N:8][C:9]([S:12][CH3:13])=[N:10][CH:11]=1)=[O:5])[CH3:2].C(=O)([O-])[O-].[Na+].[Na+].[CH3:21][NH:22]CCO. Product: [CH3:21][N:22]1[C:7]2[N:8]=[C:9]([S:12][CH3:13])[N:10]=[CH:11][C:6]=2[C:4](=[O:5])[O:3][CH2:1][CH2:2]1. The catalyst class is: 8. (3) Reactant: Br[C:2]1[CH:3]=[C:4]2[C:9]([S:10][CH2:11][CH3:12])=[C:8]([C:13]([NH2:15])=[O:14])[CH:7]=[N:6][N:5]2[CH:16]=1.[Cu][C:18]#[N:19].CCOC(C)=O. Product: [C:18]([C:2]1[CH:3]=[C:4]2[C:9]([S:10][CH2:11][CH3:12])=[C:8]([C:13]([NH2:15])=[O:14])[CH:7]=[N:6][N:5]2[CH:16]=1)#[N:19]. The catalyst class is: 37. (4) Reactant: [C:1]([CH:5]1[CH2:10][CH2:9][CH:8]([O:11][C:12]2[CH:13]=[C:14]3[C:19](=[CH:20][CH:21]=2)[CH:18]=[C:17]([CH:22]=O)[CH:16]=[CH:15]3)[CH2:7][CH2:6]1)([CH3:4])([CH3:3])[CH3:2].Cl.[C:25]([O:29][C:30](=[O:35])[CH2:31][CH2:32][CH2:33][NH2:34])([CH3:28])([CH3:27])[CH3:26].C(N(CC)CC)C.C(O[BH-](OC(=O)C)OC(=O)C)(=O)C.[Na+]. Product: [C:25]([O:29][C:30](=[O:35])[CH2:31][CH2:32][CH2:33][NH:34][CH2:22][C:17]1[CH:16]=[CH:15][C:14]2[C:19](=[CH:20][CH:21]=[C:12]([O:11][C@H:8]3[CH2:9][CH2:10][C@H:5]([C:1]([CH3:4])([CH3:3])[CH3:2])[CH2:6][CH2:7]3)[CH:13]=2)[CH:18]=1)([CH3:28])([CH3:26])[CH3:27]. The catalyst class is: 417. (5) Reactant: [CH3:1][NH:2][C:3]1[N:8]=[C:7]([NH:9][CH3:10])[C:6]([N+:11]([O-])=O)=[CH:5][N:4]=1.[ClH:14]. Product: [ClH:14].[CH3:1][NH:2][C:3]1[N:8]=[C:7]([NH:9][CH3:10])[C:6]([NH2:11])=[CH:5][N:4]=1. The catalyst class is: 50. (6) Reactant: CS([O:5][CH2:6][CH:7]1[CH2:12][CH2:11][N:10]([C:13]([O:15][C:16]([CH3:19])([CH3:18])[CH3:17])=[O:14])[CH2:9][CH2:8]1)(=O)=O.[Br:20][C:21]1[CH:22]=[CH:23][C:24](O)=[C:25]([CH:28]=1)[C:26]#[N:27].C([O-])([O-])=O.[Cs+].[Cs+].O. Product: [Br:20][C:21]1[CH:22]=[CH:23][C:24]([O:5][CH2:6][CH:7]2[CH2:12][CH2:11][N:10]([C:13]([O:15][C:16]([CH3:19])([CH3:18])[CH3:17])=[O:14])[CH2:9][CH2:8]2)=[C:25]([C:26]#[N:27])[CH:28]=1. The catalyst class is: 10. (7) Reactant: [CH:1]1([NH:7][C:8]2[C:9]3[N:10]([CH:16]=[CH:17][CH:18]=3)[N:11]=[CH:12][C:13]=2[C:14]#[N:15])[CH2:6][CH2:5][CH2:4][CH2:3][CH2:2]1.[OH-:19].[NH4+].OO. Product: [CH:1]1([NH:7][C:8]2[C:9]3[N:10]([CH:16]=[CH:17][CH:18]=3)[N:11]=[CH:12][C:13]=2[C:14]([NH2:15])=[O:19])[CH2:2][CH2:3][CH2:4][CH2:5][CH2:6]1. The catalyst class is: 8.